This data is from Forward reaction prediction with 1.9M reactions from USPTO patents (1976-2016). The task is: Predict the product of the given reaction. (1) Given the reactants O.O.O.O.O.O.O.[Cl-].[Ce+3].[Cl-].[Cl-].[N+:12]([C:15]1[CH:16]=[C:17]([C:21]2[CH2:26][CH2:25][CH2:24][CH2:23][C:22]=2[CH:27]=[O:28])[CH:18]=[CH:19][CH:20]=1)([O-:14])=[O:13].[BH4-].[Na+].[Cl-].[NH4+], predict the reaction product. The product is: [N+:12]([C:15]1[CH:16]=[C:17]([C:21]2[CH2:26][CH2:25][CH2:24][CH2:23][C:22]=2[CH2:27][OH:28])[CH:18]=[CH:19][CH:20]=1)([O-:14])=[O:13]. (2) Given the reactants [CH3:1][CH2:2][NH:3][C:4]([CH2:6][CH2:7][CH2:8]/[CH:9]=[CH:10]\[CH2:11][C@@H:12]1[C@@H:16](/[CH:17]=[CH:18]/[C@@H:19]([OH:28])[CH2:20][CH2:21][C:22]2[CH:23]=[CH:24][CH:25]=[CH:26][CH:27]=2)[C@H:15]([OH:29])[CH2:14][C@@H:13]1[OH:30])=[O:5].Cl[C:32]([O:34][CH2:35][CH2:36][CH2:37][CH2:38][Cl:39])=[O:33], predict the reaction product. The product is: [C:32](=[O:33])([O:29][CH:15]1[CH2:14][CH:13]([OH:30])[C@H:12]([CH2:11]/[CH:10]=[CH:9]\[CH2:8][CH2:7][CH2:6][C:4]([NH:3][CH2:2][CH3:1])=[O:5])[C@H:16]1/[CH:17]=[CH:18]/[C@@H:19]([OH:28])[CH2:20][CH2:21][C:22]1[CH:23]=[CH:24][CH:25]=[CH:26][CH:27]=1)[O:34][CH2:35][CH2:36][CH2:37][CH2:38][Cl:39].